Dataset: Reaction yield outcomes from USPTO patents with 853,638 reactions. Task: Predict the reaction yield, written as a fraction of the theoretical maximum amount of product (1.0 means a 100% yield; for example, 0.34 means a 34% yield). The reactants are [C:1]1(B(O)O)[CH:6]=[CH:5][CH:4]=[CH:3][CH:2]=1.Br[C:11]1[CH:20]=[CH:19][C:18]2[C:13](=[CH:14][CH:15]=[C:16]([Br:21])[CH:17]=2)[CH:12]=1.C(COC)OC.C(=O)([O-])[O-].[Na+].[Na+]. The catalyst is C1C=CC([P]([Pd]([P](C2C=CC=CC=2)(C2C=CC=CC=2)C2C=CC=CC=2)([P](C2C=CC=CC=2)(C2C=CC=CC=2)C2C=CC=CC=2)[P](C2C=CC=CC=2)(C2C=CC=CC=2)C2C=CC=CC=2)(C2C=CC=CC=2)C2C=CC=CC=2)=CC=1.O.C1(C)C=CC=CC=1. The product is [Br:21][C:16]1[CH:15]=[CH:14][C:13]2[C:18](=[CH:19][CH:20]=[C:11]([C:1]3[CH:6]=[CH:5][CH:4]=[CH:3][CH:2]=3)[CH:12]=2)[CH:17]=1. The yield is 0.360.